From a dataset of Catalyst prediction with 721,799 reactions and 888 catalyst types from USPTO. Predict which catalyst facilitates the given reaction. (1) Reactant: [Cl:1][C:2]1[CH:3]=[C:4]([NH2:10])[C:5]([NH2:9])=[CH:6][C:7]=1[Cl:8].C(N(CC)CC)C.O=[S:19](Cl)Cl. Product: [Cl:1][C:2]1[C:7]([Cl:8])=[CH:6][C:5]2[C:4]([CH:3]=1)=[N:10][S:19][N:9]=2. The catalyst class is: 4. (2) Reactant: [OH:1][B:2]1[C:6]2[CH:7]=[C:8]([OH:12])[CH:9]=[C:10]([CH3:11])[C:5]=2[CH:4]([CH2:13][C:14]([O:16][CH2:17][CH3:18])=[O:15])[O:3]1.Br[C:20]1[S:21][C:22]([N+:25]([O-:27])=[O:26])=[N:23][N:24]=1.C([O-])([O-])=O.[Cs+].[Cs+]. Product: [OH:1][B:2]1[C:6]2[CH:7]=[C:8]([O:12][C:20]3[S:21][C:22]([N+:25]([O-:27])=[O:26])=[N:23][N:24]=3)[CH:9]=[C:10]([CH3:11])[C:5]=2[CH:4]([CH2:13][C:14]([O:16][CH2:17][CH3:18])=[O:15])[O:3]1. The catalyst class is: 10. (3) Reactant: [NH2:1][C:2]1([C:8]([OH:10])=[O:9])[CH2:7][CH2:6][CH2:5][CH2:4][CH2:3]1.[OH-].[Na+].[O:13]1[CH:17]=[CH:16][CH:15]=[C:14]1[C:18](Cl)=[O:19].C(OCC)(=O)C. Product: [O:13]1[CH:17]=[CH:16][CH:15]=[C:14]1[C:18]([NH:1][C:2]1([C:8]([OH:10])=[O:9])[CH2:7][CH2:6][CH2:5][CH2:4][CH2:3]1)=[O:19]. The catalyst class is: 6. (4) Reactant: C(P(=O)(OCC)OCC)#N.[NH2:11][C:12]1[C:17]([O:18][CH2:19][C@@H:20]([C:29](O)=[O:30])[NH:21][C:22]([O:24][C:25]([CH3:28])([CH3:27])[CH3:26])=[O:23])=[CH:16][CH:15]=[CH:14][C:13]=1[C:32]1[CH:37]=[CH:36][CH:35]=[CH:34][CH:33]=1.CN(C=O)C. Product: [O:30]=[C:29]1[NH:11][C:12]2[C:13]([C:32]3[CH:33]=[CH:34][CH:35]=[CH:36][CH:37]=3)=[CH:14][CH:15]=[CH:16][C:17]=2[O:18][CH2:19][C@@H:20]1[NH:21][C:22](=[O:23])[O:24][C:25]([CH3:26])([CH3:27])[CH3:28]. The catalyst class is: 25. (5) Reactant: [F:1][C:2]1[CH:3]=[CH:4][CH:5]=[C:6]2[C:11]=1[N:10]=[C:9]([N:12]1[CH2:17][CH2:16][N:15]([C:18]3[CH:23]=[CH:22][CH:21]=[C:20]([O:24][CH3:25])[CH:19]=3)[CH2:14][CH2:13]1)[N:8]([C:26]1[CH:31]=[C:30]([C:32]([F:35])([F:34])[F:33])[CH:29]=[CH:28][C:27]=1[O:36][CH3:37])[CH:7]2[CH2:38][C:39]([OH:41])=[O:40].S(=O)(=O)(O)O.[CH3:47]O. Product: [F:1][C:2]1[CH:3]=[CH:4][CH:5]=[C:6]2[C:11]=1[N:10]=[C:9]([N:12]1[CH2:13][CH2:14][N:15]([C:18]3[CH:23]=[CH:22][CH:21]=[C:20]([O:24][CH3:25])[CH:19]=3)[CH2:16][CH2:17]1)[N:8]([C:26]1[CH:31]=[C:30]([C:32]([F:35])([F:34])[F:33])[CH:29]=[CH:28][C:27]=1[O:36][CH3:37])[CH:7]2[CH2:38][C:39]([O:41][CH3:47])=[O:40]. The catalyst class is: 8. (6) Reactant: [Cl:1][C:2]1[CH:3]=[C:4]([S:9](Cl)(=[O:11])=[O:10])[CH:5]=[C:6]([Cl:8])[CH:7]=1.[NH2:13][C:14]1[CH:15]=[C:16]2[C:21](=[CH:22][CH:23]=1)[C:20]([C:24]([OH:26])=[O:25])=[CH:19][CH:18]=[CH:17]2. Product: [Cl:1][C:2]1[CH:3]=[C:4]([S:9]([NH:13][C:14]2[CH:15]=[C:16]3[C:21](=[CH:22][CH:23]=2)[C:20]([C:24]([OH:26])=[O:25])=[CH:19][CH:18]=[CH:17]3)(=[O:11])=[O:10])[CH:5]=[C:6]([Cl:8])[CH:7]=1. The catalyst class is: 17. (7) Reactant: Cl[C:2]1[CH:3]=[CH:4][C:5]2[O:14][CH2:13][CH2:12][C:11]3[CH:10]=[C:9]([C:15]4[N:16]([C:20]5[CH:25]=[CH:24][C:23]([F:26])=[CH:22][C:21]=5[F:27])[N:17]=[CH:18][N:19]=4)[S:8][C:7]=3[C:6]=2[N:28]=1.[NH:29]1[CH2:35][CH2:34][CH2:33][NH:32][CH2:31][CH2:30]1.CC(C1C=C(C(C)C)C(C2C=CC=CC=2P(C2CCCCC2)C2CCCCC2)=C(C(C)C)C=1)C.C(O[Na])(C)(C)C. Product: [N:29]1([C:2]2[CH:3]=[CH:4][C:5]3[O:14][CH2:13][CH2:12][C:11]4[CH:10]=[C:9]([C:15]5[N:16]([C:20]6[CH:25]=[CH:24][C:23]([F:26])=[CH:22][C:21]=6[F:27])[N:17]=[CH:18][N:19]=5)[S:8][C:7]=4[C:6]=3[N:28]=2)[CH2:35][CH2:34][CH2:33][NH:32][CH2:31][CH2:30]1. The catalyst class is: 102. (8) Reactant: C[O:2][C:3]([C:5]1(OC)[O:9][N:8]=[C:7]([C:10]2[CH:15]=[CH:14][C:13]([C:16]#[N:17])=[CH:12][C:11]=2[F:18])[CH2:6]1)=[O:4].[OH-].[Na+].Cl. Product: [C:16]([C:13]1[CH:14]=[CH:15][C:10]([C:7]2[CH:6]=[C:5]([C:3]([OH:4])=[O:2])[O:9][N:8]=2)=[C:11]([F:18])[CH:12]=1)#[N:17]. The catalyst class is: 7. (9) Reactant: C1O[C:4]2([CH2:9][CH2:8][CH:7]([C:10]3[CH:11]=[N:12][CH:13]=[CH:14][CH:15]=3)[CH2:6][CH2:5]2)[O:3]C1.Cl. Product: [N:12]1[CH:13]=[CH:14][CH:15]=[C:10]([CH:7]2[CH2:6][CH2:5][C:4](=[O:3])[CH2:9][CH2:8]2)[CH:11]=1. The catalyst class is: 1. (10) Reactant: [Cl:1][C:2]1[N:10]=[CH:9][CH:8]=[C:7]([C:11]2[CH:16]=[CH:15][CH:14]=[C:13]([F:17])[CH:12]=2)[C:3]=1[C:4](O)=[O:5].S(Cl)(Cl)=O. Product: [Cl:1][C:2]1[C:3]([CH2:4][OH:5])=[C:7]([C:11]2[CH:16]=[CH:15][CH:14]=[C:13]([F:17])[CH:12]=2)[CH:8]=[CH:9][N:10]=1. The catalyst class is: 7.